From a dataset of Full USPTO retrosynthesis dataset with 1.9M reactions from patents (1976-2016). Predict the reactants needed to synthesize the given product. (1) Given the product [CH3:1][C@@H:2]1[CH2:6][CH2:5][CH2:4][N:3]1[CH2:14][CH2:15][O:16][C:17]1[CH:18]=[C:19]([CH:25]=[CH:26][CH:27]=1)[C:20]([O:22][CH2:23][CH3:24])=[O:21], predict the reactants needed to synthesize it. The reactants are: [CH3:1][C@@H:2]1[CH2:6][CH2:5][CH2:4][NH:3]1.C(=O)([O-])[O-].[K+].[K+].Br[CH2:14][CH2:15][O:16][C:17]1[CH:18]=[C:19]([CH:25]=[CH:26][CH:27]=1)[C:20]([O:22][CH2:23][CH3:24])=[O:21]. (2) Given the product [CH2:6]([O:8][C:9]([C:11]1[C:12]([C:36]([O:38][CH2:39][CH3:40])=[O:37])=[C:13]([CH2:32][CH2:33][CH2:34][O:35][C:4](=[O:5])[NH:3][CH2:1][CH3:2])[N:14]2[C:19]=1[C:18]([C:20]1[CH:21]=[CH:22][CH:23]=[CH:24][CH:25]=1)=[CH:17][C:16]([N:26]1[CH2:27][CH2:28][O:29][CH2:30][CH2:31]1)=[N:15]2)=[O:10])[CH3:7], predict the reactants needed to synthesize it. The reactants are: [CH2:1]([N:3]=[C:4]=[O:5])[CH3:2].[CH2:6]([O:8][C:9]([C:11]1[C:12]([C:36]([O:38][CH2:39][CH3:40])=[O:37])=[C:13]([CH2:32][CH2:33][CH2:34][OH:35])[N:14]2[C:19]=1[C:18]([C:20]1[CH:25]=[CH:24][CH:23]=[CH:22][CH:21]=1)=[CH:17][C:16]([N:26]1[CH2:31][CH2:30][O:29][CH2:28][CH2:27]1)=[N:15]2)=[O:10])[CH3:7]. (3) The reactants are: [CH2:1]([O:8][C:9]1[CH:14]=[C:13]([O:15][CH2:16][CH2:17][CH2:18][C:19]2[C:20]([O:34][CH2:35][CH3:36])=[N:21][N:22]([C:24]3[CH:29]=[CH:28][C:27]([C:30]([F:33])([F:32])[F:31])=[CH:26][N:25]=3)[CH:23]=2)[CH:12]=[CH:11][C:10]=1[CH2:37][CH2:38][C:39]([O:41]CC)=[O:40])[C:2]1[CH:7]=[CH:6][CH:5]=[CH:4][CH:3]=1.[OH-].[Na+].O1CCCC1.Cl. Given the product [CH2:1]([O:8][C:9]1[CH:14]=[C:13]([O:15][CH2:16][CH2:17][CH2:18][C:19]2[C:20]([O:34][CH2:35][CH3:36])=[N:21][N:22]([C:24]3[CH:29]=[CH:28][C:27]([C:30]([F:33])([F:32])[F:31])=[CH:26][N:25]=3)[CH:23]=2)[CH:12]=[CH:11][C:10]=1[CH2:37][CH2:38][C:39]([OH:41])=[O:40])[C:2]1[CH:7]=[CH:6][CH:5]=[CH:4][CH:3]=1, predict the reactants needed to synthesize it. (4) Given the product [CH3:13][O:12][CH2:11][CH2:10][CH2:9][N:1]1[CH:5]=[CH:4][CH:3]=[C:2]1[CH:6]=[O:7], predict the reactants needed to synthesize it. The reactants are: [NH:1]1[CH:5]=[CH:4][CH:3]=[C:2]1[CH:6]=[O:7].Br[CH2:9][CH2:10][CH2:11][O:12][CH3:13].[H-].[Na+]. (5) Given the product [NH2:1][C:2]1[CH:3]=[CH:4][C:5]([C:8]2[N:10]=[C:14]([OH:13])[C:15]([CH2:19][CH3:20])=[C:16]([CH3:18])[N:9]=2)=[N:6][CH:7]=1, predict the reactants needed to synthesize it. The reactants are: [NH2:1][C:2]1[CH:3]=[CH:4][C:5]([C:8]([NH2:10])=[NH:9])=[N:6][CH:7]=1.C([O:13][C:14](=O)[CH:15]([CH2:19][CH3:20])[C:16]([CH3:18])=O)C.C(=O)([O-])[O-].[Na+].[Na+]. (6) Given the product [CH3:34][N:31]1[CH2:32][CH2:33][N:28]([C:13]2[N:14]=[C:15]([O:7][C:1]3[CH:6]=[CH:5][CH:4]=[CH:3][CH:2]=3)[C:16]([S:17][C:18]3[CH:19]=[C:20]([NH:24][C:25](=[O:27])[CH3:26])[CH:21]=[CH:22][CH:23]=3)=[CH:11][N:12]=2)[CH2:29][CH2:30]1, predict the reactants needed to synthesize it. The reactants are: [C:1]1([OH:7])[CH:6]=[CH:5][CH:4]=[CH:3][CH:2]=1.[H-].[Na+].Cl[C:11]1[C:16]([S:17][C:18]2[CH:19]=[C:20]([NH:24][C:25](=[O:27])[CH3:26])[CH:21]=[CH:22][CH:23]=2)=[CH:15][N:14]=[C:13]([N:28]2[CH2:33][CH2:32][N:31]([CH3:34])[CH2:30][CH2:29]2)[N:12]=1.CO. (7) Given the product [Br:1][C:2]1[CH:3]=[CH:4][C:5]([C:6]([N:13]2[CH:12]=[CH:11][N:15]=[CH:14]2)=[O:8])=[CH:9][CH:10]=1, predict the reactants needed to synthesize it. The reactants are: [Br:1][C:2]1[CH:10]=[CH:9][C:5]([C:6]([OH:8])=O)=[CH:4][CH:3]=1.[CH:11]1[N:15]=[CH:14][N:13](C([N:13]2[CH:14]=[N:15][CH:11]=[CH:12]2)=O)[CH:12]=1.O.